This data is from Catalyst prediction with 721,799 reactions and 888 catalyst types from USPTO. The task is: Predict which catalyst facilitates the given reaction. (1) Reactant: Cl[C:2]1[N:7]=[C:6]([Cl:8])[N:5]=[CH:4][N:3]=1.[NH2:9][C:10]1[CH:11]=[N:12][N:13]([CH3:19])[C:14]=1[C:15]([O:17][CH3:18])=[O:16].C(N(CC)C(C)C)(C)C. Product: [Cl:8][C:6]1[N:5]=[CH:4][N:3]=[C:2]([NH:9][C:10]2[CH:11]=[N:12][N:13]([CH3:19])[C:14]=2[C:15]([O:17][CH3:18])=[O:16])[N:7]=1. The catalyst class is: 4. (2) Reactant: [C:1](=[O:4])([O-])[O-:2].[K+].[K+].[CH3:7][N:8]1[C:16]2[C:11](=[CH:12][C:13](OS(C(F)(F)F)(=O)=O)=[CH:14][CH:15]=2)[C:10]([C:25]2[N:33]([S:34]([C:37]3[CH:42]=[CH:41][C:40]([CH3:43])=[CH:39][CH:38]=3)(=[O:36])=[O:35])[C:28]3=[N:29][CH:30]=[CH:31][CH:32]=[C:27]3[CH:26]=2)=[CH:9]1. Product: [CH2:10]([O:2][C:1]([N:29]1[CH2:30][CH2:31][C:32]([C:13]2[CH:12]=[C:11]3[C:16](=[CH:15][CH:14]=2)[N:8]([CH3:7])[CH:9]=[C:10]3[C:25]2[N:33]([S:34]([C:37]3[CH:42]=[CH:41][C:40]([CH3:43])=[CH:39][CH:38]=3)(=[O:35])=[O:36])[C:28]3=[N:29][CH:30]=[CH:31][CH:32]=[C:27]3[CH:26]=2)=[CH:27][CH2:28]1)=[O:4])[C:11]1[CH:16]=[CH:15][CH:14]=[CH:13][CH:12]=1. The catalyst class is: 9. (3) Reactant: N(OC(C)(C)C)=O.N[C:9]1[N:14]=[C:13]([C:15]([O:17][CH2:18][CH3:19])=[O:16])[N:12]=[C:11]([C:20]([O:22][CH2:23][CH3:24])=[O:21])[CH:10]=1.Cl. Product: [N:14]1[CH:9]=[CH:10][C:11]([C:20]([O:22][CH2:23][CH3:24])=[O:21])=[N:12][C:13]=1[C:15]([O:17][CH2:18][CH3:19])=[O:16]. The catalyst class is: 3. (4) Reactant: [Br:1][C:2]1[C:3]([CH3:11])=[C:4]([CH:8]=[CH:9][CH:10]=1)[C:5]([OH:7])=O.Cl.[NH2:13][CH2:14][C:15]1[C:16](=[O:23])[NH:17][C:18]([CH3:22])=[CH:19][C:20]=1[CH3:21].F[P-](F)(F)(F)(F)F.N1(OC(N(C)C)=[N+](C)C)C2N=CC=CC=2N=N1.C(N(CC)CC)C. Product: [Br:1][C:2]1[C:3]([CH3:11])=[C:4]([CH:8]=[CH:9][CH:10]=1)[C:5]([NH:13][CH2:14][C:15]1[C:16](=[O:23])[NH:17][C:18]([CH3:22])=[CH:19][C:20]=1[CH3:21])=[O:7]. The catalyst class is: 35.